Dataset: Full USPTO retrosynthesis dataset with 1.9M reactions from patents (1976-2016). Task: Predict the reactants needed to synthesize the given product. Given the product [CH3:1][O:2][C:3]1[CH:8]=[CH:7][N:6]([C:9]2[S:10][C:11]([C:15]([NH:26][CH2:25][C:21]3[CH:20]=[N:19][CH:24]=[CH:23][CH:22]=3)=[O:17])=[C:12]([CH3:14])[N:13]=2)[C:5](=[O:18])[CH:4]=1, predict the reactants needed to synthesize it. The reactants are: [CH3:1][O:2][C:3]1[CH:8]=[CH:7][N:6]([C:9]2[S:10][C:11]([C:15]([OH:17])=O)=[C:12]([CH3:14])[N:13]=2)[C:5](=[O:18])[CH:4]=1.[N:19]1[CH:24]=[CH:23][CH:22]=[C:21]([CH2:25][NH2:26])[CH:20]=1.